Dataset: Peptide-MHC class I binding affinity with 185,985 pairs from IEDB/IMGT. Task: Regression. Given a peptide amino acid sequence and an MHC pseudo amino acid sequence, predict their binding affinity value. This is MHC class I binding data. (1) The peptide sequence is YPASLHKFF. The MHC is HLA-A31:01 with pseudo-sequence HLA-A31:01. The binding affinity (normalized) is 0.0847. (2) The peptide sequence is GSDVISISGL. The MHC is HLA-B08:01 with pseudo-sequence HLA-B08:01. The binding affinity (normalized) is 0. (3) The peptide sequence is LSAQSRTL. The MHC is Mamu-A01 with pseudo-sequence Mamu-A01. The binding affinity (normalized) is 0.653. (4) The peptide sequence is IPKRNRSIL. The MHC is HLA-A02:01 with pseudo-sequence HLA-A02:01. The binding affinity (normalized) is 0.0847. (5) The peptide sequence is LMHPAQTSQW. The MHC is Mamu-B17 with pseudo-sequence Mamu-B17. The binding affinity (normalized) is 0.544. (6) The peptide sequence is GPDIYKGVYQ. The MHC is H-2-Db with pseudo-sequence H-2-Db. The binding affinity (normalized) is 0. (7) The peptide sequence is YSGNIVHRY. The MHC is HLA-A68:02 with pseudo-sequence HLA-A68:02. The binding affinity (normalized) is 0.0847. (8) The MHC is HLA-A02:02 with pseudo-sequence HLA-A02:02. The peptide sequence is STTGEWPLI. The binding affinity (normalized) is 0.0796. (9) The peptide sequence is IAQYKCVTIK. The MHC is HLA-A03:01 with pseudo-sequence HLA-A03:01. The binding affinity (normalized) is 0.688.